From a dataset of NCI-60 drug combinations with 297,098 pairs across 59 cell lines. Regression. Given two drug SMILES strings and cell line genomic features, predict the synergy score measuring deviation from expected non-interaction effect. (1) Drug 1: CC1C(C(=O)NC(C(=O)N2CCCC2C(=O)N(CC(=O)N(C(C(=O)O1)C(C)C)C)C)C(C)C)NC(=O)C3=C4C(=C(C=C3)C)OC5=C(C(=O)C(=C(C5=N4)C(=O)NC6C(OC(=O)C(N(C(=O)CN(C(=O)C7CCCN7C(=O)C(NC6=O)C(C)C)C)C)C(C)C)C)N)C. Drug 2: C1C(C(OC1N2C=C(C(=O)NC2=O)F)CO)O. Cell line: UACC62. Synergy scores: CSS=17.2, Synergy_ZIP=-1.83, Synergy_Bliss=-0.0797, Synergy_Loewe=-3.65, Synergy_HSA=1.03. (2) Synergy scores: CSS=73.8, Synergy_ZIP=10.9, Synergy_Bliss=9.92, Synergy_Loewe=6.14, Synergy_HSA=13.6. Drug 1: CC1=C2C(C(=O)C3(C(CC4C(C3C(C(C2(C)C)(CC1OC(=O)C(C(C5=CC=CC=C5)NC(=O)OC(C)(C)C)O)O)OC(=O)C6=CC=CC=C6)(CO4)OC(=O)C)OC)C)OC. Cell line: M14. Drug 2: CCC1(CC2CC(C3=C(CCN(C2)C1)C4=CC=CC=C4N3)(C5=C(C=C6C(=C5)C78CCN9C7C(C=CC9)(C(C(C8N6C)(C(=O)OC)O)OC(=O)C)CC)OC)C(=O)OC)O.OS(=O)(=O)O. (3) Drug 1: CC1C(C(CC(O1)OC2CC(CC3=C2C(=C4C(=C3O)C(=O)C5=C(C4=O)C(=CC=C5)OC)O)(C(=O)CO)O)N)O.Cl. Drug 2: CC1C(C(CC(O1)OC2CC(CC3=C2C(=C4C(=C3O)C(=O)C5=C(C4=O)C(=CC=C5)OC)O)(C(=O)C)O)N)O.Cl. Cell line: NCIH23. Synergy scores: CSS=55.4, Synergy_ZIP=3.29, Synergy_Bliss=4.48, Synergy_Loewe=-2.11, Synergy_HSA=4.84. (4) Drug 1: CNC(=O)C1=CC=CC=C1SC2=CC3=C(C=C2)C(=NN3)C=CC4=CC=CC=N4. Drug 2: CC(C)CN1C=NC2=C1C3=CC=CC=C3N=C2N. Cell line: HT29. Synergy scores: CSS=-11.3, Synergy_ZIP=1.48, Synergy_Bliss=-9.20, Synergy_Loewe=-13.2, Synergy_HSA=-12.5. (5) Drug 1: CC1CCC2CC(C(=CC=CC=CC(CC(C(=O)C(C(C(=CC(C(=O)CC(OC(=O)C3CCCCN3C(=O)C(=O)C1(O2)O)C(C)CC4CCC(C(C4)OC)OCCO)C)C)O)OC)C)C)C)OC. Drug 2: CC12CCC3C(C1CCC2OP(=O)(O)O)CCC4=C3C=CC(=C4)OC(=O)N(CCCl)CCCl.[Na+]. Cell line: HCT-15. Synergy scores: CSS=44.7, Synergy_ZIP=10.0, Synergy_Bliss=10.5, Synergy_Loewe=8.99, Synergy_HSA=5.88. (6) Drug 1: CC(C1=C(C=CC(=C1Cl)F)Cl)OC2=C(N=CC(=C2)C3=CN(N=C3)C4CCNCC4)N. Drug 2: C1=NC2=C(N1)C(=S)N=C(N2)N. Cell line: SW-620. Synergy scores: CSS=26.1, Synergy_ZIP=1.38, Synergy_Bliss=7.11, Synergy_Loewe=6.67, Synergy_HSA=8.37. (7) Drug 1: CC12CCC(CC1=CCC3C2CCC4(C3CC=C4C5=CN=CC=C5)C)O. Drug 2: C1C(C(OC1N2C=NC(=NC2=O)N)CO)O. Cell line: HCT116. Synergy scores: CSS=39.8, Synergy_ZIP=1.58, Synergy_Bliss=2.35, Synergy_Loewe=-9.53, Synergy_HSA=4.80. (8) Drug 1: CC1=CC=C(C=C1)C2=CC(=NN2C3=CC=C(C=C3)S(=O)(=O)N)C(F)(F)F. Drug 2: C1=CN(C(=O)N=C1N)C2C(C(C(O2)CO)O)O.Cl. Cell line: SN12C. Synergy scores: CSS=39.2, Synergy_ZIP=-2.91, Synergy_Bliss=1.35, Synergy_Loewe=-25.0, Synergy_HSA=4.81. (9) Drug 1: CS(=O)(=O)CCNCC1=CC=C(O1)C2=CC3=C(C=C2)N=CN=C3NC4=CC(=C(C=C4)OCC5=CC(=CC=C5)F)Cl. Drug 2: C1C(C(OC1N2C=NC3=C2NC=NCC3O)CO)O. Cell line: HOP-92. Synergy scores: CSS=9.34, Synergy_ZIP=-2.55, Synergy_Bliss=-4.24, Synergy_Loewe=-2.02, Synergy_HSA=-5.14.